From a dataset of Forward reaction prediction with 1.9M reactions from USPTO patents (1976-2016). Predict the product of the given reaction. (1) Given the reactants [Cl:1][C:2]1[C:7]([CH2:8][C:9]#[N:10])=[CH:6][CH:5]=[CH:4][N:3]=1.[H-].[Na+].[CH:13](OCC)=[O:14], predict the reaction product. The product is: [Cl:1][C:2]1[C:7]([CH:8]([CH:13]=[O:14])[C:9]#[N:10])=[CH:6][CH:5]=[CH:4][N:3]=1. (2) Given the reactants Br[CH:2]([C:4]1[C:13]([C:14]2[CH:19]=[CH:18][CH:17]=[CH:16][CH:15]=2)=[C:12]([S:20][CH2:21][CH2:22][O:23][Si:24]([C:27]([CH3:30])([CH3:29])[CH3:28])([CH3:26])[CH3:25])[C:11]2[C:6](=[CH:7][CH:8]=[C:9]([F:31])[CH:10]=2)[N:5]=1)[CH3:3].[K].[C:33]1(=[O:43])[NH:37][C:36](=[O:38])[C:35]2=[CH:39][CH:40]=[CH:41][CH:42]=[C:34]12, predict the reaction product. The product is: [Si:24]([O:23][CH2:22][CH2:21][S:20][C:12]1[C:11]2[C:6](=[CH:7][CH:8]=[C:9]([F:31])[CH:10]=2)[N:5]=[C:4]([CH:2]([N:37]2[C:33](=[O:43])[C:34]3[C:35](=[CH:39][CH:40]=[CH:41][CH:42]=3)[C:36]2=[O:38])[CH3:3])[C:13]=1[C:14]1[CH:19]=[CH:18][CH:17]=[CH:16][CH:15]=1)([C:27]([CH3:28])([CH3:29])[CH3:30])([CH3:26])[CH3:25]. (3) Given the reactants [Cl:1][C:2]1[CH:10]=[C:9]([O:11][CH:12]([CH3:14])[CH3:13])[C:8]([N:15]2[CH:19]=[CH:18][CH:17]=[N:16]2)=[CH:7][C:3]=1[C:4]([NH2:6])=[O:5].[C:20](Cl)(=[O:24])C(Cl)=O.[NH2:26][C:27]1[S:28][C:29]2[CH:35]=[C:34]([S:36]([CH:39]3[CH2:44][CH2:43][N:42](C(OC(C)(C)C)=O)[CH2:41][CH2:40]3)(=[O:38])=[O:37])[CH:33]=[CH:32][C:30]=2[N:31]=1, predict the reaction product. The product is: [Cl:1][C:2]1[CH:10]=[C:9]([O:11][CH:12]([CH3:14])[CH3:13])[C:8]([N:15]2[CH:19]=[CH:18][CH:17]=[N:16]2)=[CH:7][C:3]=1[C:4]([NH:6][C:20](=[O:24])[NH:26][C:27]1[S:28][C:29]2[CH:35]=[C:34]([S:36]([CH:39]3[CH2:44][CH2:43][NH:42][CH2:41][CH2:40]3)(=[O:38])=[O:37])[CH:33]=[CH:32][C:30]=2[N:31]=1)=[O:5].